This data is from NCI-60 drug combinations with 297,098 pairs across 59 cell lines. The task is: Regression. Given two drug SMILES strings and cell line genomic features, predict the synergy score measuring deviation from expected non-interaction effect. (1) Synergy scores: CSS=31.1, Synergy_ZIP=-7.72, Synergy_Bliss=0.607, Synergy_Loewe=-13.4, Synergy_HSA=3.62. Cell line: BT-549. Drug 2: C(CCl)NC(=O)N(CCCl)N=O. Drug 1: CC1=C(N=C(N=C1N)C(CC(=O)N)NCC(C(=O)N)N)C(=O)NC(C(C2=CN=CN2)OC3C(C(C(C(O3)CO)O)O)OC4C(C(C(C(O4)CO)O)OC(=O)N)O)C(=O)NC(C)C(C(C)C(=O)NC(C(C)O)C(=O)NCCC5=NC(=CS5)C6=NC(=CS6)C(=O)NCCC[S+](C)C)O. (2) Drug 1: CC1=C(C(=CC=C1)Cl)NC(=O)C2=CN=C(S2)NC3=CC(=NC(=N3)C)N4CCN(CC4)CCO. Drug 2: C1CCC(C(C1)N)N.C(=O)(C(=O)[O-])[O-].[Pt+4]. Cell line: SK-MEL-2. Synergy scores: CSS=1.80, Synergy_ZIP=-1.45, Synergy_Bliss=2.24, Synergy_Loewe=3.70, Synergy_HSA=3.87. (3) Drug 1: C1=CC(=CC=C1CCCC(=O)O)N(CCCl)CCCl. Drug 2: CC=C1C(=O)NC(C(=O)OC2CC(=O)NC(C(=O)NC(CSSCCC=C2)C(=O)N1)C(C)C)C(C)C. Cell line: TK-10. Synergy scores: CSS=45.3, Synergy_ZIP=-1.46, Synergy_Bliss=-2.14, Synergy_Loewe=-7.98, Synergy_HSA=-0.244. (4) Drug 1: CC(CN1CC(=O)NC(=O)C1)N2CC(=O)NC(=O)C2. Drug 2: C1=CC=C(C(=C1)C(C2=CC=C(C=C2)Cl)C(Cl)Cl)Cl. Cell line: HS 578T. Synergy scores: CSS=21.8, Synergy_ZIP=-2.21, Synergy_Bliss=4.87, Synergy_Loewe=-0.543, Synergy_HSA=4.44. (5) Drug 1: CC12CCC(CC1=CCC3C2CCC4(C3CC=C4C5=CN=CC=C5)C)O. Drug 2: C1=CC(=CC=C1CCC2=CNC3=C2C(=O)NC(=N3)N)C(=O)NC(CCC(=O)O)C(=O)O. Cell line: CCRF-CEM. Synergy scores: CSS=42.8, Synergy_ZIP=-1.89, Synergy_Bliss=-5.06, Synergy_Loewe=-17.6, Synergy_HSA=-4.28. (6) Drug 1: COC1=CC(=CC(=C1O)OC)C2C3C(COC3=O)C(C4=CC5=C(C=C24)OCO5)OC6C(C(C7C(O6)COC(O7)C8=CC=CS8)O)O. Drug 2: C1CCC(CC1)NC(=O)N(CCCl)N=O. Cell line: K-562. Synergy scores: CSS=44.4, Synergy_ZIP=-9.04, Synergy_Bliss=-10.5, Synergy_Loewe=-17.5, Synergy_HSA=-5.75. (7) Drug 1: CS(=O)(=O)C1=CC(=C(C=C1)C(=O)NC2=CC(=C(C=C2)Cl)C3=CC=CC=N3)Cl. Drug 2: CC1=C(C(=O)C2=C(C1=O)N3CC4C(C3(C2COC(=O)N)OC)N4)N. Cell line: NCIH23. Synergy scores: CSS=31.1, Synergy_ZIP=-5.65, Synergy_Bliss=-9.36, Synergy_Loewe=-25.9, Synergy_HSA=-9.41. (8) Drug 1: C1=NC2=C(N=C(N=C2N1C3C(C(C(O3)CO)O)O)F)N. Drug 2: C1=CC=C(C(=C1)C(C2=CC=C(C=C2)Cl)C(Cl)Cl)Cl. Cell line: NCI-H460. Synergy scores: CSS=-0.728, Synergy_ZIP=0.916, Synergy_Bliss=-0.0880, Synergy_Loewe=-0.789, Synergy_HSA=-1.51. (9) Drug 1: CN1C2=C(C=C(C=C2)N(CCCl)CCCl)N=C1CCCC(=O)O.Cl. Drug 2: B(C(CC(C)C)NC(=O)C(CC1=CC=CC=C1)NC(=O)C2=NC=CN=C2)(O)O. Cell line: HCC-2998. Synergy scores: CSS=71.3, Synergy_ZIP=8.26, Synergy_Bliss=6.62, Synergy_Loewe=-46.8, Synergy_HSA=3.41. (10) Drug 1: CNC(=O)C1=CC=CC=C1SC2=CC3=C(C=C2)C(=NN3)C=CC4=CC=CC=N4. Drug 2: CN(C)N=NC1=C(NC=N1)C(=O)N. Cell line: SN12C. Synergy scores: CSS=5.28, Synergy_ZIP=-1.96, Synergy_Bliss=4.05, Synergy_Loewe=2.52, Synergy_HSA=4.00.